Task: Predict the product of the given reaction.. Dataset: Forward reaction prediction with 1.9M reactions from USPTO patents (1976-2016) (1) Given the reactants C([N:14]1[CH2:17][CH:16]([O:18][CH:19]([C:27]2[CH:32]=[CH:31][C:30]([Cl:33])=[CH:29][CH:28]=2)[C:20]2[CH:25]=[CH:24][CH:23]=[CH:22][C:21]=2[Cl:26])[CH2:15]1)(C1C=CC=CC=1)C1C=CC=CC=1.ClC(OC(Cl)C)=O, predict the reaction product. The product is: [ClH:26].[Cl:26][C:21]1[CH:22]=[CH:23][CH:24]=[CH:25][C:20]=1[CH:19]([O:18][CH:16]1[CH2:17][NH:14][CH2:15]1)[C:27]1[CH:28]=[CH:29][C:30]([Cl:33])=[CH:31][CH:32]=1. (2) Given the reactants CC(C)([O-])C.[K+].[I:7][C:8]1[CH:9]=[N:10][C:11]2[C:16]([CH:17]=1)=[CH:15][C:14]([OH:18])=[CH:13][CH:12]=2.[CH3:19][O:20][C:21](=[O:26])[CH:22](Br)[O:23][CH3:24].[I-].[K+], predict the reaction product. The product is: [CH3:19][O:20][C:21](=[O:26])[CH:22]([O:18][C:14]1[CH:15]=[C:16]2[C:11](=[CH:12][CH:13]=1)[N:10]=[CH:9][C:8]([I:7])=[CH:17]2)[O:23][CH3:24]. (3) Given the reactants I[C:2]1[CH:3]=[C:4]([CH:30]=[CH:31][CH:32]=1)[C:5]([NH:7][C:8]1[CH:13]=[CH:12][C:11]([O:14][C:15]2[C:20]([C:21]3[CH:26]=[CH:25][N:24]=[C:23]([NH:27][CH3:28])[N:22]=3)=[CH:19][CH:18]=[CH:17][N:16]=2)=[C:10]([CH3:29])[CH:9]=1)=[O:6].[CH3:33][N:34]([CH3:38])[CH2:35][C:36]#[CH:37], predict the reaction product. The product is: [CH3:33][N:34]([CH3:38])[CH2:35][C:36]#[C:37][C:2]1[CH:3]=[C:4]([CH:30]=[CH:31][CH:32]=1)[C:5]([NH:7][C:8]1[CH:13]=[CH:12][C:11]([O:14][C:15]2[C:20]([C:21]3[CH:26]=[CH:25][N:24]=[C:23]([NH:27][CH3:28])[N:22]=3)=[CH:19][CH:18]=[CH:17][N:16]=2)=[C:10]([CH3:29])[CH:9]=1)=[O:6]. (4) Given the reactants [H-].[Na+].[CH2:3]([OH:5])[CH3:4].Br[C:7]1[CH:8]=[N:9][CH:10]=[C:11]([Br:13])[CH:12]=1, predict the reaction product. The product is: [Br:13][C:11]1[CH:10]=[N:9][CH:8]=[C:7]([O:5][CH2:3][CH3:4])[CH:12]=1.